From a dataset of Forward reaction prediction with 1.9M reactions from USPTO patents (1976-2016). Predict the product of the given reaction. (1) Given the reactants [OH:1][CH:2]([C:6]1[CH:7]=[N:8][CH:9]=[C:10]([C:12]2[CH:13]=[C:14]3[C:20]([C:21]4[CH:26]=[CH:25][CH:24]=[CH:23][C:22]=4[O:27][CH3:28])=[CH:19][N:18]([S:29]([C:32]4[CH:37]=[CH:36][C:35]([CH3:38])=[CH:34][CH:33]=4)(=[O:31])=[O:30])[C:15]3=[N:16][CH:17]=2)[CH:11]=1)[C:3]([OH:5])=O.[CH:39]([N:42](C(C)C)[CH2:43]C)(C)C.[C:48](Cl)(=[O:53])[C:49]([CH3:52])([CH3:51])[CH3:50].CNC, predict the reaction product. The product is: [CH3:39][N:42]([CH3:43])[C:3]([CH:2]([O:1][C:48](=[O:53])[C:49]([CH3:52])([CH3:51])[CH3:50])[C:6]1[CH:7]=[N:8][CH:9]=[C:10]([C:12]2[CH:13]=[C:14]3[C:20]([C:21]4[CH:26]=[CH:25][CH:24]=[CH:23][C:22]=4[O:27][CH3:28])=[CH:19][N:18]([S:29]([C:32]4[CH:37]=[CH:36][C:35]([CH3:38])=[CH:34][CH:33]=4)(=[O:31])=[O:30])[C:15]3=[N:16][CH:17]=2)[CH:11]=1)=[O:5]. (2) Given the reactants [CH3:1][O:2][C:3]([C:5]1[C:6]([NH:14][C:15]([O:17][CH:18]([CH3:20])[CH3:19])=[O:16])=[C:7]2[C:11](=[CH:12][CH:13]=1)[CH2:10][CH2:9][CH2:8]2)=[O:4].[H-].[Na+].Br[CH2:24][CH2:25][CH2:26][C:27]([O:29][CH2:30][CH3:31])=[O:28], predict the reaction product. The product is: [CH3:1][O:2][C:3]([C:5]1[C:6]([N:14]([CH2:24][CH2:25][CH2:26][C:27]([O:29][CH2:30][CH3:31])=[O:28])[C:15]([O:17][CH:18]([CH3:20])[CH3:19])=[O:16])=[C:7]2[C:11](=[CH:12][CH:13]=1)[CH2:10][CH2:9][CH2:8]2)=[O:4].